Dataset: Forward reaction prediction with 1.9M reactions from USPTO patents (1976-2016). Task: Predict the product of the given reaction. The product is: [N:20]1([C:17]2[N:16]=[CH:15][C:14]([C:11]3[CH:10]=[N:9][NH:8][C:12]=3[NH2:13])=[CH:19][CH:18]=2)[CH2:25][CH2:24][CH2:23][CH2:22][CH2:21]1. Given the reactants COC1C=CC(C[N:8]2[C:12]([NH2:13])=[C:11]([C:14]3[CH:15]=[N:16][C:17]([N:20]4[CH2:25][CH2:24][CH2:23][CH2:22][CH2:21]4)=[CH:18][CH:19]=3)[CH:10]=[N:9]2)=CC=1.C(O)(C(F)(F)F)=O.O(S(C(F)(F)F)(=O)=O)S(C(F)(F)F)(=O)=O, predict the reaction product.